Dataset: Full USPTO retrosynthesis dataset with 1.9M reactions from patents (1976-2016). Task: Predict the reactants needed to synthesize the given product. (1) Given the product [NH2:17][CH2:18][CH2:19][CH2:2][CH:3]([CH2:7][CH2:8][CH2:9][CH2:10][CH2:11][CH3:12])[C:4]([OH:6])=[O:5], predict the reactants needed to synthesize it. The reactants are: N[CH2:2][CH:3]([CH2:7][C:8](C)(C)[CH2:9][CH2:10][CH2:11][CH:12](C)C)[C:4]([OH:6])=[O:5].[NH2:17][CH2:18][CH:19](CC(CC)CCCC)C(O)=O.C(C(CCCC)C=O)C. (2) Given the product [CH2:1]([C:8]1([OH:14])[CH2:13][CH2:12][N:11]([CH2:21][CH2:22][NH:23][C:24]([NH:26][C:27]2[CH:32]=[C:31]([CH3:33])[N:30]=[C:29]([CH3:34])[CH:28]=2)=[O:25])[CH2:10][CH2:9]1)[C:2]1[CH:3]=[CH:4][CH:5]=[CH:6][CH:7]=1, predict the reactants needed to synthesize it. The reactants are: [CH2:1]([C:8]1([OH:14])[CH2:13][CH2:12][NH:11][CH2:10][CH2:9]1)[C:2]1[CH:7]=[CH:6][CH:5]=[CH:4][CH:3]=1.C([O-])(O)=O.[Na+].Cl[CH2:21][CH2:22][NH:23][C:24]([NH:26][C:27]1[CH:32]=[C:31]([CH3:33])[N:30]=[C:29]([CH3:34])[CH:28]=1)=[O:25]. (3) Given the product [ClH:1].[ClH:1].[Cl:1][C:2]1[CH:3]=[C:4]([C@@H:9]([CH2:10][NH:11][CH3:12])[CH2:20][CH2:21][N:22]2[CH2:25][CH:24]([N:26]3[CH2:31][CH2:30][CH:29]([OH:32])[CH2:28][CH2:27]3)[CH2:23]2)[CH:5]=[CH:6][C:7]=1[Cl:8], predict the reactants needed to synthesize it. The reactants are: [Cl:1][C:2]1[CH:3]=[C:4]([C@H:9]([CH2:20][CH2:21][N:22]2[CH2:25][CH:24]([N:26]3[CH2:31][CH2:30][CH:29]([OH:32])[CH2:28][CH2:27]3)[CH2:23]2)[CH2:10][N:11](C)[C:12](=O)OC(C)(C)C)[CH:5]=[CH:6][C:7]=1[Cl:8].FC1C=CC(C(CCN2CC(N3CCSCC3)C2)CN(C)C(=O)OC(C)(C)C)=CC=1. (4) The reactants are: [OH:1][C:2]1[CH:7]=[CH:6][C:5]([N:8]2[C:13](=[O:14])[C:12]([CH2:15][C:16]3[CH:21]=[CH:20][C:19]([C:22]4[C:23]([C:28]#[N:29])=[CH:24][CH:25]=[CH:26][CH:27]=4)=[CH:18][CH:17]=3)=[C:11]([CH2:30][CH2:31][CH3:32])[N:10]=[C:9]2[CH3:33])=[CH:4][CH:3]=1.[CH:34]12[O:40][CH:35]1[CH2:36][CH2:37][CH2:38][CH2:39]2.C(=O)([O-])[O-].[Cs+].[Cs+].C(OCC)(=O)C. Given the product [OH:40][C@H:35]1[CH2:36][CH2:37][CH2:38][CH2:39][C@@H:34]1[O:1][C:2]1[CH:3]=[CH:4][C:5]([N:8]2[C:13](=[O:14])[C:12]([CH2:15][C:16]3[CH:21]=[CH:20][C:19]([C:22]4[C:23]([C:28]#[N:29])=[CH:24][CH:25]=[CH:26][CH:27]=4)=[CH:18][CH:17]=3)=[C:11]([CH2:30][CH2:31][CH3:32])[N:10]=[C:9]2[CH3:33])=[CH:6][CH:7]=1, predict the reactants needed to synthesize it. (5) Given the product [Cl:1][C:2]1[CH:10]=[CH:9][CH:8]=[C:7]2[C:3]=1[C:4]([CH2:42][C:41]1[CH:40]=[CH:39][C:38]([O:37][CH2:36][CH2:35][Cl:34])=[CH:46][CH:45]=1)=[CH:5][N:6]2[C@@H:11]1[O:28][C@H:27]([CH2:29][OH:30])[C@@H:22]([OH:23])[C@H:17]([OH:18])[C@H:12]1[OH:13], predict the reactants needed to synthesize it. The reactants are: [Cl:1][C:2]1[CH:10]=[CH:9][CH:8]=[C:7]2[C:3]=1[CH:4]=[CH:5][N:6]2[C@@H:11]1[O:28][C@H:27]([CH2:29][O:30]C(=O)C)[C@@H:22]([O:23]C(=O)C)[C@H:17]([O:18]C(=O)C)[C@H:12]1[O:13]C(=O)C.[Cl:34][CH2:35][CH2:36][O:37][C:38]1[CH:46]=[CH:45][C:41]([C:42](Cl)=O)=[CH:40][CH:39]=1. (6) The reactants are: [Cl:1][C:2]1[N:6]([C:7]2[N:12]=[CH:11][CH:10]=[CH:9][N:8]=2)[N:5]=[CH:4][C:3]=1[C:13]([OH:15])=O.CCN(C(C)C)C(C)C.[C:25]12([CH2:35][NH2:36])[CH2:34][CH:29]3[CH2:30][CH:31]([CH2:33][CH:27]([CH2:28]3)[CH2:26]1)[CH2:32]2.F[P-](F)(F)(F)(F)F.N1(O[P+](N(C)C)(N(C)C)N(C)C)C2C=CC=CC=2N=N1. Given the product [C:25]12([CH2:35][NH:36][C:13]([C:3]3[CH:4]=[N:5][N:6]([C:7]4[N:8]=[CH:9][CH:10]=[CH:11][N:12]=4)[C:2]=3[Cl:1])=[O:15])[CH2:32][CH:31]3[CH2:30][CH:29]([CH2:28][CH:27]([CH2:33]3)[CH2:26]1)[CH2:34]2, predict the reactants needed to synthesize it. (7) Given the product [Cl:25][C:26]1[CH:31]=[CH:30][CH:29]=[CH:28][C:27]=1[N:19]1[C:18](=[O:21])[N:15]2[CH:16]=[CH:17][C:12]([C:10]3[CH:11]=[C:6]([CH:7]=[C:8]([F:23])[C:9]=3[CH3:22])[C:5]([NH:4][CH:1]3[CH2:2][CH2:3]3)=[O:24])=[CH:13][C:14]2=[N:20]1, predict the reactants needed to synthesize it. The reactants are: [CH:1]1([NH:4][C:5](=[O:24])[C:6]2[CH:11]=[C:10]([C:12]3[CH:17]=[CH:16][N:15]4[C:18](=[O:21])[NH:19][N:20]=[C:14]4[CH:13]=3)[C:9]([CH3:22])=[C:8]([F:23])[CH:7]=2)[CH2:3][CH2:2]1.[Cl:25][C:26]1[CH:31]=[CH:30][CH:29]=[CH:28][C:27]=1I.C(=O)([O-])[O-].[K+].[K+].CN[C@@H]1CCCC[C@H]1NC. (8) Given the product [Br:1][C:2]1[CH:7]=[CH:6][C:5]([CH2:8][C:9]([O:11][CH3:17])=[O:10])=[C:4]([OH:12])[CH:3]=1, predict the reactants needed to synthesize it. The reactants are: [Br:1][C:2]1[CH:7]=[CH:6][C:5]([CH2:8][C:9]([OH:11])=[O:10])=[C:4]([OH:12])[CH:3]=1.S(Cl)(Cl)=O.[CH3:17]O. (9) The reactants are: [CH2:1]([N:3]([C:31](=O)[C:32]1[CH:37]=[CH:36][C:35]([OH:38])=[CH:34][CH:33]=1)[C:4]1[CH:9]=[C:8]([O:10][CH3:11])[C:7]([O:12][CH3:13])=[CH:6][C:5]=1[C@@H:14]1[CH2:23][CH2:22][C:21]2[CH:20]=[C:19]([O:24]C(=O)C(C)(C)C)[CH:18]=[CH:17][C:16]=2[CH2:15]1)[CH3:2].Cl[CH2:41][C:42]([N:44]([CH3:51])[CH:45]1[CH2:50][CH2:49][O:48][CH2:47][CH2:46]1)=O. Given the product [CH2:1]([N:3]([CH2:31][C:32]1[CH:33]=[CH:34][C:35]([O:38][CH2:41][CH2:42][N:44]([CH3:51])[CH:45]2[CH2:50][CH2:49][O:48][CH2:47][CH2:46]2)=[CH:36][CH:37]=1)[C:4]1[CH:9]=[C:8]([O:10][CH3:11])[C:7]([O:12][CH3:13])=[CH:6][C:5]=1[C@@H:14]1[CH2:23][CH2:22][C:21]2[CH:20]=[C:19]([OH:24])[CH:18]=[CH:17][C:16]=2[CH2:15]1)[CH3:2], predict the reactants needed to synthesize it. (10) Given the product [F:25][C:23]1[CH:22]=[CH:21][C:3]([O:4][CH2:5][C:6]([N:8]([CH:18]([CH3:20])[CH3:19])[NH:9][C:10](=[O:17])[C:11]2[CH:16]=[CH:15][CH:14]=[CH:13][CH:12]=2)=[O:7])=[C:2]([C:36]2[CH:35]=[CH:34][C:33]([F:32])=[CH:38][C:37]=2[F:39])[CH:24]=1, predict the reactants needed to synthesize it. The reactants are: Br[C:2]1[CH:24]=[C:23]([F:25])[CH:22]=[CH:21][C:3]=1[O:4][CH2:5][C:6]([N:8]([CH:18]([CH3:20])[CH3:19])[NH:9][C:10](=[O:17])[C:11]1[CH:16]=[CH:15][CH:14]=[CH:13][CH:12]=1)=[O:7].C([O-])([O-])=O.[Na+].[Na+].[F:32][C:33]1[CH:38]=[C:37]([F:39])[CH:36]=[CH:35][C:34]=1B(O)O.